Dataset: Forward reaction prediction with 1.9M reactions from USPTO patents (1976-2016). Task: Predict the product of the given reaction. (1) Given the reactants Br[C:2]1[N:7]=[C:6]([CH2:8][C:9]2[C:18]3[C:13](=[CH:14][C:15]([O:21][CH3:22])=[C:16]([O:19][CH3:20])[CH:17]=3)[C:12]([CH3:23])=[N:11][C:10]=2[OH:24])[CH:5]=[CH:4][CH:3]=1.[C:25]1(B(O)O)[CH:30]=[CH:29][CH:28]=[CH:27][CH:26]=1.C([O-])([O-])=O.[Na+].[Na+].O, predict the reaction product. The product is: [CH3:20][O:19][C:16]1[CH:17]=[C:18]2[C:13](=[CH:14][C:15]=1[O:21][CH3:22])[C:12]([CH3:23])=[N:11][C:10]([OH:24])=[C:9]2[CH2:8][C:6]1[CH:5]=[CH:4][CH:3]=[C:2]([C:25]2[CH:30]=[CH:29][CH:28]=[CH:27][CH:26]=2)[N:7]=1. (2) Given the reactants [NH2:1][C:2]1[CH:3]=[C:4]([CH:8]=[CH:9][CH:10]=1)[C:5]([OH:7])=[O:6].[F:11][C:12]([F:23])([F:22])[C:13]1[CH:14]=[C:15]([CH:19]=[CH:20][CH:21]=1)[C:16](Cl)=[O:17], predict the reaction product. The product is: [F:11][C:12]([F:22])([F:23])[C:13]1[CH:14]=[C:15]([CH:19]=[CH:20][CH:21]=1)[C:16]([NH:1][C:2]1[CH:3]=[C:4]([CH:8]=[CH:9][CH:10]=1)[C:5]([OH:7])=[O:6])=[O:17]. (3) Given the reactants [Cl:1][C:2]1[CH:3]=[C:4]([CH:20]=[CH:21][CH:22]=1)[CH2:5][NH:6][C:7](=[O:19])[C:8]1[CH:13]=[CH:12][C:11]([CH:14]=O)=[C:10]([N+:16]([O-])=O)[CH:9]=1.[N:23]1[CH:28]=[CH:27][CH:26]=[CH:25][C:24]=1[CH:29]([CH2:32][CH:33]1[CH2:38][CH2:37]OCC1)[CH2:30][NH2:31].[NH:39]1[C:47]2C(=CC=C[CH:46]=2)C=N1, predict the reaction product. The product is: [Cl:1][C:2]1[CH:3]=[C:4]([CH:20]=[CH:21][CH:22]=1)[CH2:5][NH:6][C:7]([C:8]1[CH:13]=[CH:12][C:11]2[C:10]([CH:9]=1)=[N:16][N:31]([CH2:30][CH:29]([C:24]1[CH:25]=[CH:26][CH:27]=[CH:28][N:23]=1)[CH2:32][C:33]1[CH:38]=[CH:37][CH:46]=[CH:47][N:39]=1)[CH:14]=2)=[O:19].